This data is from Full USPTO retrosynthesis dataset with 1.9M reactions from patents (1976-2016). The task is: Predict the reactants needed to synthesize the given product. (1) The reactants are: [Cl:1][C:2]1[CH:11]=[C:10]2[C:5]([C:6]([NH:15][CH2:16][C:17]([OH:20])([CH3:19])[CH3:18])=[C:7]([N+:12]([O-])=O)[CH:8]=[N:9]2)=[CH:4][CH:3]=1.[CH2:21]([O:23][CH2:24][C:25](O)=O)[CH3:22]. Given the product [Cl:1][C:2]1[CH:3]=[CH:4][C:5]2[C:6]3[N:15]([CH2:16][C:17]([CH3:19])([CH3:18])[OH:20])[C:22]([CH2:21][O:23][CH2:24][CH3:25])=[N:12][C:7]=3[CH:8]=[N:9][C:10]=2[CH:11]=1, predict the reactants needed to synthesize it. (2) Given the product [CH3:38][S:39]([OH:42])(=[O:41])=[O:40].[NH2:8][CH2:9][C:10]1[CH:11]=[C:12]([CH:16]2[CH2:21][CH2:20][N:19]([C:22]([C:24]3[O:25][C:26]([C:29]#[C:30][C:31]4[CH:36]=[CH:35][CH:34]=[CH:33][C:32]=4[F:37])=[CH:27][CH:28]=3)=[O:23])[CH2:18][CH2:17]2)[CH:13]=[CH:14][CH:15]=1, predict the reactants needed to synthesize it. The reactants are: C(OC([NH:8][CH2:9][C:10]1[CH:11]=[C:12]([CH:16]2[CH2:21][CH2:20][N:19]([C:22]([C:24]3[O:25][C:26]([C:29]#[C:30][C:31]4[CH:36]=[CH:35][CH:34]=[CH:33][C:32]=4[F:37])=[CH:27][CH:28]=3)=[O:23])[CH2:18][CH2:17]2)[CH:13]=[CH:14][CH:15]=1)=O)(C)(C)C.[CH3:38][S:39]([OH:42])(=[O:41])=[O:40]. (3) Given the product [O:1]=[C:2]1[N:8]([CH:9]2[CH2:10][CH2:11][N:12]([C:15]([O:17][C@H:18]([CH2:19][C:20]3[CH:25]=[CH:24][C:23]([CH2:26][CH3:27])=[C:22]([CH2:28][CH3:29])[CH:21]=3)[C:30]([N:78]3[CH2:77][CH2:76][N:75]([CH:72]4[CH2:73][CH2:74][N:69]([CH3:68])[CH2:70][CH2:71]4)[CH2:80][CH2:79]3)=[O:32])=[O:16])[CH2:13][CH2:14]2)[CH2:7][CH2:6][C:5]2[CH:33]=[CH:34][CH:35]=[CH:36][C:4]=2[NH:3]1, predict the reactants needed to synthesize it. The reactants are: [O:1]=[C:2]1[N:8]([CH:9]2[CH2:14][CH2:13][N:12]([C:15]([O:17][C@@H:18]([C:30]([OH:32])=O)[CH2:19][C:20]3[CH:25]=[CH:24][C:23]([CH2:26][CH3:27])=[C:22]([CH2:28][CH3:29])[CH:21]=3)=[O:16])[CH2:11][CH2:10]2)[CH2:7][CH2:6][C:5]2[CH:33]=[CH:34][CH:35]=[CH:36][C:4]=2[NH:3]1.CN(C(ON1N=NC2C=CC=CC1=2)=[N+](C)C)C.[B-](F)(F)(F)F.C(N(C(C)C)C(C)C)C.[CH3:68][N:69]1[CH2:74][CH2:73][CH:72]([N:75]2[CH2:80][CH2:79][NH:78][CH2:77][CH2:76]2)[CH2:71][CH2:70]1.C([O-])(O)=O.[Na+]. (4) Given the product [CH2:29]([C:31]1[CH:38]=[CH:37][C:34]([CH2:35][NH:3][CH:4]2[CH2:9][CH2:8][N:7]([CH2:10][CH2:11][N:12]3[C:21]4[C:16](=[CH:17][CH:18]=[C:19]([O:22][CH3:23])[CH:20]=4)[C:15]([C:24]([NH:26][CH3:27])=[O:25])=[CH:14][C:13]3=[O:28])[CH2:6][CH2:5]2)=[CH:33][CH:32]=1)[CH3:30], predict the reactants needed to synthesize it. The reactants are: CO.[NH2:3][CH:4]1[CH2:9][CH2:8][N:7]([CH2:10][CH2:11][N:12]2[C:21]3[C:16](=[CH:17][CH:18]=[C:19]([O:22][CH3:23])[CH:20]=3)[C:15]([C:24]([NH:26][CH3:27])=[O:25])=[CH:14][C:13]2=[O:28])[CH2:6][CH2:5]1.[CH2:29]([C:31]1[CH:38]=[CH:37][C:34]([CH:35]=O)=[CH:33][CH:32]=1)[CH3:30].C([BH3-])#N.[Na+]. (5) Given the product [NH2:12][CH:11]1[C:6]2=[N:5][C:4]([C:23]3[CH:28]=[CH:27][N:26]=[CH:25][CH:24]=3)=[CH:3][C:2](=[O:1])[N:7]2[CH2:8][CH2:9][CH2:10]1, predict the reactants needed to synthesize it. The reactants are: [O:1]=[C:2]1[N:7]2[CH2:8][CH2:9][CH2:10][CH:11]([N:12]3C(=O)C4C(=CC=CC=4)C3=O)[C:6]2=[N:5][C:4]([C:23]2[CH:28]=[CH:27][N:26]=[CH:25][CH:24]=2)=[CH:3]1.O.NN. (6) Given the product [Cl:1][C:2]1[N:10]=[C:9]2[C:5]([N:6]=[CH:7][NH:8]2)=[C:4]([N:11]2[C:19]3[C:14](=[CH:15][CH:16]=[CH:17][CH:18]=3)[CH:13]=[CH:12]2)[N:3]=1, predict the reactants needed to synthesize it. The reactants are: [Cl:1][C:2]1[N:10]=[C:9]2[C:5]([N:6]=[CH:7][NH:8]2)=[C:4]([N:11]2[C:19]3[C:14](=[CH:15][CH:16]=[CH:17][CH:18]=3)[CH2:13][CH2:12]2)[N:3]=1.ClC1C(=O)C(C#N)=C(C#N)C(=O)C=1Cl.